This data is from Forward reaction prediction with 1.9M reactions from USPTO patents (1976-2016). The task is: Predict the product of the given reaction. (1) Given the reactants [OH-].[Na+].[CH3:3][O:4][C:5](=[O:43])[CH2:6][C:7]1[CH:8]=[C:9]([C:16]2[CH:21]=[CH:20][C:19]([C:22]([CH2:40][CH3:41])([C:25]3[CH:30]=[CH:29][C:28](/[CH:31]=[CH:32]/[C:33]([CH2:37][CH3:38])([OH:36])[CH2:34][CH3:35])=[C:27]([CH3:39])[CH:26]=3)[CH2:23][CH3:24])=[CH:18][C:17]=2[CH3:42])[C:10]([OH:15])=[C:11]([O:13][CH3:14])[CH:12]=1.[Cl-].[NH4+], predict the reaction product. The product is: [CH3:3][O:4][C:5](=[O:43])[CH2:6][C:7]1[CH:8]=[C:9]([C:16]2[CH:21]=[CH:20][C:19]([C:22]([CH2:23][CH3:24])([C:25]3[CH:30]=[CH:29][C:28]([CH:31]=[CH:32][C:33]([CH2:37][CH3:38])([OH:36])[CH2:34][CH3:35])=[C:27]([CH3:39])[CH:26]=3)[CH2:40][CH3:41])=[CH:18][C:17]=2[CH3:42])[C:10]([OH:15])=[C:11]([O:13][CH3:14])[CH:12]=1. (2) Given the reactants [CH3:1][O:2][C:3]1[CH:4]=[C:5]([C:8]([O:11]COC)=[CH:9][N:10]=1)[CH:6]=[O:7].Cl.[C:16]([O-])([O-])=[O:17].[K+].[K+].C1[CH2:26][O:25][CH2:24]C1, predict the reaction product. The product is: [OH:11][C:8]1[C:5]([CH:6]=[O:7])=[CH:4][C:3]([O:2][CH2:1][CH2:24][O:25][CH3:26])=[N:10][CH:9]=1.[OH:11][C:8]1[CH:9]=[N:10][C:3]([O:2][CH2:1][CH2:24][O:25][CH3:26])=[C:4]([CH:5]=1)[CH:16]=[O:17]. (3) Given the reactants [NH2:1][CH2:2][C@@H:3]1[C@@H:7]([C:8]2[CH:13]=[CH:12][CH:11]=[CH:10][CH:9]=2)[CH2:6][N:5]([C:14]([O:16][C:17]2[CH:22]=[CH:21][C:20]([C:23]([O:25][CH3:26])=[O:24])=[CH:19][CH:18]=2)=[O:15])[CH2:4]1.[C:27]([C:30]1[C:39]2[O:38][CH2:37][CH2:36][O:35][C:34]=2[CH:33]=[CH:32][CH:31]=1)(=O)[CH3:28], predict the reaction product. The product is: [O:35]1[C:34]2[CH:33]=[CH:32][CH:31]=[C:30]([CH:27]([NH:1][CH2:2][C@@H:3]3[C@@H:7]([C:8]4[CH:9]=[CH:10][CH:11]=[CH:12][CH:13]=4)[CH2:6][N:5]([C:14]([O:16][C:17]4[CH:18]=[CH:19][C:20]([C:23]([O:25][CH3:26])=[O:24])=[CH:21][CH:22]=4)=[O:15])[CH2:4]3)[CH3:28])[C:39]=2[O:38][CH2:37][CH2:36]1. (4) Given the reactants [C:1]([O:5][C:6]([NH:8][C@H:9]([C:23]([O:25][CH3:26])=[O:24])[CH2:10][C:11]1[CH:16]=[CH:15][C:14]([CH2:17][CH2:18][CH2:19][C:20](=O)[CH3:21])=[CH:13][N:12]=1)=[O:7])([CH3:4])([CH3:3])[CH3:2].[NH2:27][C:28]1[C:33]([CH:34]=O)=[CH:32][CH:31]=[CH:30][N:29]=1.N1CCC[C@H]1C(O)=O, predict the reaction product. The product is: [C:1]([O:5][C:6]([NH:8][C@H:9]([C:23]([O:25][CH3:26])=[O:24])[CH2:10][C:11]1[CH:16]=[CH:15][C:14]([CH2:17][CH2:18][CH2:19][C:20]2[CH:21]=[CH:34][C:33]3[C:28](=[N:29][CH:30]=[CH:31][CH:32]=3)[N:27]=2)=[CH:13][N:12]=1)=[O:7])([CH3:4])([CH3:3])[CH3:2]. (5) Given the reactants [CH2:1]([O:3][C:4]([N:6]1[CH2:11][CH2:10][CH:9]([C:12]2[C:20]3[C:15](=[CH:16][CH:17]=[C:18]([O:21][CH3:22])[CH:19]=3)[NH:14][CH:13]=2)[CH2:8][CH2:7]1)=[O:5])[CH3:2].Br[CH2:24][C:25]1[S:26][CH:27]=[CH:28][CH:29]=1, predict the reaction product. The product is: [CH2:1]([O:3][C:4]([N:6]1[CH2:11][CH2:10][CH:9]([C:12]2[C:20]3[C:15](=[CH:16][CH:17]=[C:18]([O:21][CH3:22])[CH:19]=3)[N:14]([CH2:24][C:25]3[S:26][CH:27]=[CH:28][CH:29]=3)[CH:13]=2)[CH2:8][CH2:7]1)=[O:5])[CH3:2].